From a dataset of Peptide-MHC class I binding affinity with 185,985 pairs from IEDB/IMGT. Regression. Given a peptide amino acid sequence and an MHC pseudo amino acid sequence, predict their binding affinity value. This is MHC class I binding data. (1) The peptide sequence is WRQEIGHPK. The MHC is HLA-A02:01 with pseudo-sequence HLA-A02:01. The binding affinity (normalized) is 0.0847. (2) The peptide sequence is TIDKSSPLY. The MHC is SLA-10401 with pseudo-sequence SLA-10401. The binding affinity (normalized) is 0.898.